Dataset: Reaction yield outcomes from USPTO patents with 853,638 reactions. Task: Predict the reaction yield, written as a fraction of the theoretical maximum amount of product (1.0 means a 100% yield; for example, 0.34 means a 34% yield). (1) The reactants are S(=O)(=O)(O)O.[Br:6][C:7]1[C:12]([NH2:13])=[C:11]([C:14]#[N:15])[CH:10]=[C:9]([N+:16]([O-:18])=[O:17])[CH:8]=1.N(OS(=O)(=O)O)=O.[OH:26][CH2:27][CH2:28][CH2:29][CH2:30][N:31]([CH2:51][CH2:52][CH2:53][CH2:54][OH:55])[C:32]1[CH:33]=[C:34]([NH:40][C:41](=[O:50])[CH2:42][CH:43]([CH3:49])[CH2:44][C:45]([CH3:48])([CH3:47])[CH3:46])[CH:35]=[CH:36][C:37]=1[O:38][CH3:39].S(=O)(=O)(O)[NH2:57]. The catalyst is CO.O. The product is [OH:26][CH2:27][CH2:28][CH2:29][CH2:30][N:31]([CH2:51][CH2:52][CH2:53][CH2:54][OH:55])[C:32]1[C:37]([O:38][CH3:39])=[CH:36][C:35](/[N:57]=[N:13]/[C:12]2[C:11]([C:14]#[N:15])=[CH:10][C:9]([N+:16]([O-:18])=[O:17])=[CH:8][C:7]=2[Br:6])=[C:34]([NH:40][C:41](=[O:50])[CH2:42][CH:43]([CH3:49])[CH2:44][C:45]([CH3:48])([CH3:47])[CH3:46])[CH:33]=1. The yield is 0.320. (2) The reactants are [Br:1][C:2]1[CH:3]=[CH:4][C:5]2[C:11]3[S:12][C:13]([C:15]([N:17]([C:19]4[CH:20]=[C:21]([CH:25]=[CH:26][C:27]=4[Cl:28])[C:22](O)=[O:23])[CH3:18])=[O:16])=[CH:14][C:10]=3[CH2:9][CH2:8][O:7][C:6]=2[CH:29]=1.CCN=C=NCCCN(C)C.C1C=CC2N(O)N=NC=2C=1.CCN(C(C)C)C(C)C.[NH2:60][CH2:61][C@@H:62]([OH:64])[CH3:63]. The product is [Br:1][C:2]1[CH:3]=[CH:4][C:5]2[C:11]3[S:12][C:13]([C:15]([N:17]([C:19]4[CH:20]=[C:21]([C:22](=[O:23])[NH:60][CH2:61][C@@H:62]([OH:64])[CH3:63])[CH:25]=[CH:26][C:27]=4[Cl:28])[CH3:18])=[O:16])=[CH:14][C:10]=3[CH2:9][CH2:8][O:7][C:6]=2[CH:29]=1. The catalyst is C1COCC1.O. The yield is 0.720.